This data is from Peptide-MHC class II binding affinity with 134,281 pairs from IEDB. The task is: Regression. Given a peptide amino acid sequence and an MHC pseudo amino acid sequence, predict their binding affinity value. This is MHC class II binding data. (1) The peptide sequence is INMPTAAAIAYGLDR. The MHC is HLA-DQA10401-DQB10402 with pseudo-sequence HLA-DQA10401-DQB10402. The binding affinity (normalized) is 0.465. (2) The peptide sequence is ELAAVSVDCSEYPKP. The MHC is DRB1_1302 with pseudo-sequence DRB1_1302. The binding affinity (normalized) is 0.147. (3) The peptide sequence is EKNYFAATQFEPLAA. The MHC is HLA-DPA10103-DPB10401 with pseudo-sequence HLA-DPA10103-DPB10401. The binding affinity (normalized) is 0.813. (4) The peptide sequence is FGYRKPLDNIKDNVGKMEDYIKK. The MHC is HLA-DQA10401-DQB10402 with pseudo-sequence HLA-DQA10401-DQB10402. The binding affinity (normalized) is 0.0801. (5) The MHC is DRB1_1201 with pseudo-sequence DRB1_1201. The peptide sequence is GELQIVDKIVAAFKI. The binding affinity (normalized) is 0.715. (6) The peptide sequence is AEATAGTTVYGAFAA. The MHC is HLA-DPA10103-DPB10601 with pseudo-sequence HLA-DPA10103-DPB10601. The binding affinity (normalized) is 0.0816.